This data is from Forward reaction prediction with 1.9M reactions from USPTO patents (1976-2016). The task is: Predict the product of the given reaction. Given the reactants Cl[C:2]([O:4][C:5]1[CH:10]=[CH:9][CH:8]=[CH:7][CH:6]=1)=[O:3].[F:11][C:12]1[CH:13]=[N:14][CH:15]=[CH:16][C:17]=1[NH2:18].N1C=CC=CC=1, predict the reaction product. The product is: [C:5]1([O:4][C:2](=[O:3])[NH:18][C:17]2[CH:16]=[CH:15][N:14]=[CH:13][C:12]=2[F:11])[CH:10]=[CH:9][CH:8]=[CH:7][CH:6]=1.